This data is from Full USPTO retrosynthesis dataset with 1.9M reactions from patents (1976-2016). The task is: Predict the reactants needed to synthesize the given product. (1) The reactants are: [CH3:1][C:2]1[NH:10][C:9]2[C:4](=[N:5][C:6]([CH3:11])=[CH:7][CH:8]=2)[CH:3]=1.CC(C)([O-])C.[K+].[Cl:18][C:19]1[CH:24]=[CH:23][C:22]([S:25][S:25][C:22]2[CH:23]=[CH:24][C:19]([Cl:18])=[CH:20][CH:21]=2)=[CH:21][CH:20]=1.O. Given the product [Cl:18][C:19]1[CH:24]=[CH:23][C:22]([S:25][C:3]2[C:4]3=[N:5][C:6]([CH3:11])=[CH:7][CH:8]=[C:9]3[NH:10][C:2]=2[CH3:1])=[CH:21][CH:20]=1, predict the reactants needed to synthesize it. (2) The reactants are: [C:1]1([CH2:7][CH2:8][C:9]([OH:11])=O)[CH:6]=[CH:5][CH:4]=[CH:3][CH:2]=1.C(N(C(C)C)CC)(C)C.[NH2:21][C:22]1[NH:23][C:24]2[CH:30]=[C:29]([O:31][S:32]([C:35]3[CH:40]=[CH:39][C:38]([NH:41][CH:42]4[CH2:46][CH2:45][CH2:44][CH2:43]4)=[CH:37][CH:36]=3)(=[O:34])=[O:33])[CH:28]=[CH:27][C:25]=2[N:26]=1. Given the product [C:1]1([CH2:7][CH2:8][C:9]([NH:21][C:22]2[NH:26][C:25]3[CH:27]=[CH:28][C:29]([O:31][S:32]([C:35]4[CH:36]=[CH:37][C:38]([NH:41][CH:42]5[CH2:46][CH2:45][CH2:44][CH2:43]5)=[CH:39][CH:40]=4)(=[O:33])=[O:34])=[CH:30][C:24]=3[N:23]=2)=[O:11])[CH:2]=[CH:3][CH:4]=[CH:5][CH:6]=1, predict the reactants needed to synthesize it. (3) Given the product [O:18]1[CH2:19][CH2:20][O:21][CH2:22][CH:17]1[C:16]1[C:10]2[S:9][C:8]([NH:7][C:5]([C:4]3[CH:25]=[CH:26][N:27]=[C:2]([N:38]4[CH2:39][CH2:40][CH:35]([OH:34])[CH2:36][CH2:37]4)[CH:3]=3)=[O:6])=[N:12][C:11]=2[C:13]([O:23][CH3:24])=[CH:14][CH:15]=1, predict the reactants needed to synthesize it. The reactants are: Br[C:2]1[CH:3]=[C:4]([CH:25]=[CH:26][N:27]=1)[C:5]([NH:7][C:8]1[S:9][C:10]2[C:16]([CH:17]3[CH2:22][O:21][CH2:20][CH2:19][O:18]3)=[CH:15][CH:14]=[C:13]([O:23][CH3:24])[C:11]=2[N:12]=1)=[O:6].C(=O)([O-])[O-].[Cs+].[Cs+].[OH:34][CH:35]1[CH2:40][CH2:39][NH:38][CH2:37][CH2:36]1.CS(C)=O.